From a dataset of Full USPTO retrosynthesis dataset with 1.9M reactions from patents (1976-2016). Predict the reactants needed to synthesize the given product. (1) Given the product [CH2:1]([NH:8][C:9]1[N:14]2[N:15]=[CH:16][C:17]([Br:18])=[C:13]2[N:12]=[CH:11][C:10]=1[C:19]([N:23]1[CH2:28][CH2:27][C:26]2([C:36]3[C:31](=[CH:32][CH:33]=[CH:34][CH:35]=3)[CH2:30][O:29]2)[CH2:25][CH2:24]1)=[O:21])[C:2]1[CH:3]=[CH:4][CH:5]=[CH:6][CH:7]=1, predict the reactants needed to synthesize it. The reactants are: [CH2:1]([NH:8][C:9]1[N:14]2[N:15]=[CH:16][C:17]([Br:18])=[C:13]2[N:12]=[CH:11][C:10]=1[C:19]([OH:21])=O)[C:2]1[CH:7]=[CH:6][CH:5]=[CH:4][CH:3]=1.Cl.[NH:23]1[CH2:28][CH2:27][C:26]2([C:36]3[C:31](=[CH:32][CH:33]=[CH:34][CH:35]=3)[CH2:30][O:29]2)[CH2:25][CH2:24]1. (2) The reactants are: [C:1]([C:3]1[C:4]([N:16]2[CH2:21][CH2:20][CH:19]([C:22]([OH:24])=O)[CH2:18][CH2:17]2)=[N:5][C:6]([O:14][CH3:15])=[C:7]([C:9]([O:11][CH2:12][CH3:13])=[O:10])[CH:8]=1)#[N:2].[F:25][C:26]1[CH:27]=[C:28]([CH2:33][S:34]([NH2:37])(=[O:36])=[O:35])[CH:29]=[CH:30][C:31]=1[F:32]. Given the product [CH2:12]([O:11][C:9](=[O:10])[C:7]1[CH:8]=[C:3]([C:1]#[N:2])[C:4]([N:16]2[CH2:21][CH2:20][CH:19]([C:22](=[O:24])[NH:37][S:34]([CH2:33][C:28]3[CH:29]=[CH:30][C:31]([F:32])=[C:26]([F:25])[CH:27]=3)(=[O:35])=[O:36])[CH2:18][CH2:17]2)=[N:5][C:6]=1[O:14][CH3:15])[CH3:13], predict the reactants needed to synthesize it.